Dataset: Forward reaction prediction with 1.9M reactions from USPTO patents (1976-2016). Task: Predict the product of the given reaction. (1) Given the reactants NS(N)(=O)=O.Cl[CH2:7][CH2:8][CH2:9][S:10]([N:13]1[CH2:18][CH2:17][CH:16]([C:19]2[C:27]3[C:22](=[C:23]([C:34]([NH2:36])=[O:35])[CH:24]=[C:25]([C:28]4[CH:33]=[CH:32][CH:31]=[CH:30][CH:29]=4)[CH:26]=3)[NH:21][CH:20]=2)[CH2:15][CH2:14]1)(=[O:12])=[O:11].[CH3:37][CH:38]([NH:40][CH:41]([CH3:43])[CH3:42])[CH3:39].C([O-])([O-])=O.[K+].[K+], predict the reaction product. The product is: [CH3:37][CH:38]([N:40]([CH:41]([CH3:43])[CH3:42])[CH2:7][CH2:8][CH2:9][S:10]([N:13]1[CH2:18][CH2:17][CH:16]([C:19]2[C:27]3[C:22](=[C:23]([C:34]([NH2:36])=[O:35])[CH:24]=[C:25]([C:28]4[CH:33]=[CH:32][CH:31]=[CH:30][CH:29]=4)[CH:26]=3)[NH:21][CH:20]=2)[CH2:15][CH2:14]1)(=[O:12])=[O:11])[CH3:39]. (2) Given the reactants [F:1][C:2]1[CH:22]=[CH:21][C:5]([O:6][C:7]2[CH:8]=[C:9]([C:17]([O:19]C)=[O:18])[CH:10]=[C:11]([CH:16]=2)[C:12]([O:14]C)=[O:13])=[CH:4][CH:3]=1.C(=O)(O)[O-].[Na+], predict the reaction product. The product is: [F:1][C:2]1[CH:22]=[CH:21][C:5]([O:6][C:7]2[CH:16]=[C:11]([C:12]([OH:14])=[O:13])[CH:10]=[C:9]([CH:8]=2)[C:17]([OH:19])=[O:18])=[CH:4][CH:3]=1. (3) Given the reactants [F:1][C:2]1[CH:3]=[C:4]([C:9]2[C:18]3[C:13](=[CH:14][CH:15]=[CH:16][CH:17]=3)[CH2:12][CH2:11][N:10]=2)[CH:5]=[CH:6][C:7]=1[F:8].[BH4-].[Na+], predict the reaction product. The product is: [F:1][C:2]1[CH:3]=[C:4]([CH:9]2[C:18]3[C:13](=[CH:14][CH:15]=[CH:16][CH:17]=3)[CH2:12][CH2:11][NH:10]2)[CH:5]=[CH:6][C:7]=1[F:8]. (4) Given the reactants [CH3:1][CH:2]([N:4]1[C:8]2[N:9]=[C:10]([C:16]3[CH:21]=[CH:20][C:19]([O:22][CH3:23])=[CH:18][CH:17]=3)[CH:11]=[C:12]([C:13]([OH:15])=O)[C:7]=2[CH:6]=[N:5]1)[CH3:3].[NH2:24][CH2:25][C:26]1[C:27](=[O:34])[NH:28][C:29]([CH3:33])=[CH:30][C:31]=1[CH3:32].CN1CCOCC1.ON1C2N=CC=CC=2N=N1.C(Cl)CCl, predict the reaction product. The product is: [CH3:32][C:31]1[CH:30]=[C:29]([CH3:33])[NH:28][C:27](=[O:34])[C:26]=1[CH2:25][NH:24][C:13]([C:12]1[C:7]2[CH:6]=[N:5][N:4]([CH:2]([CH3:1])[CH3:3])[C:8]=2[N:9]=[C:10]([C:16]2[CH:21]=[CH:20][C:19]([O:22][CH3:23])=[CH:18][CH:17]=2)[CH:11]=1)=[O:15]. (5) Given the reactants [CH3:1][O:2][C:3]1[CH:4]=[C:5]([CH:10]=[CH:11][CH:12]=1)[CH2:6][N:7]([CH3:9])[CH3:8].[CH2:13]([Li])[CH2:14]CC.ICC.C(OCC)C, predict the reaction product. The product is: [CH2:13]([C:4]1[C:3]([O:2][CH3:1])=[CH:12][CH:11]=[CH:10][C:5]=1[CH2:6][N:7]([CH3:9])[CH3:8])[CH3:14]. (6) Given the reactants [Cl:1][C:2]1[C:3]([NH:25][C@@H:26]2[C@@H:31]3[CH2:32][C@@H:28]([CH:29]=[CH:30]3)[C@@H:27]2[C:33]([NH2:35])=[O:34])=[C:4]2[N:10]=[C:9]([C:11]3[CH:16]=[CH:15][C:14]([O:17][CH3:18])=[CH:13][C:12]=3[CH:19]3[CH2:24][CH2:23][NH:22][CH2:21][CH2:20]3)[NH:8][C:5]2=[N:6][CH:7]=1.[CH2:36]1[O:39][C@@H:37]1[CH3:38], predict the reaction product. The product is: [Cl:1][C:2]1[C:3]([NH:25][C@@H:26]2[C@@H:31]3[CH2:32][C@@H:28]([CH:29]=[CH:30]3)[C@@H:27]2[C:33]([NH2:35])=[O:34])=[C:4]2[N:10]=[C:9]([C:11]3[CH:16]=[CH:15][C:14]([O:17][CH3:18])=[CH:13][C:12]=3[CH:19]3[CH2:20][CH2:21][N:22]([CH2:36][C@@H:37]([OH:39])[CH3:38])[CH2:23][CH2:24]3)[NH:8][C:5]2=[N:6][CH:7]=1. (7) Given the reactants [H-].[Na+].Br[C:4]1[CH:12]=[C:11]([C:13]([OH:15])=[O:14])[C:10](Br)=[CH:9][C:5]=1[C:6]([OH:8])=[O:7].Cl.[C:18]([CH2:22][OH:23])([F:21])([F:20])[F:19], predict the reaction product. The product is: [F:19][C:18]([F:21])([F:20])[CH2:22][O:23][C:4]1[CH:12]=[C:11]([C:13]([OH:15])=[O:14])[C:10]([O:23][CH2:22][C:18]([F:21])([F:20])[F:19])=[CH:9][C:5]=1[C:6]([OH:8])=[O:7]. (8) Given the reactants Br[C:2]1[CH:11]=[CH:10][C:5]([C:6]([O:8][CH3:9])=[O:7])=[CH:4][C:3]=1[C:12]([O:14][CH3:15])=[O:13].C(N(CCCC)CCCC)CCC.[F:29][C:30]1[CH:37]=[CH:36][C:33]([CH:34]=[CH2:35])=[CH:32][CH:31]=1.Cl, predict the reaction product. The product is: [F:29][C:30]1[CH:37]=[CH:36][C:33]([CH:34]=[CH:35][C:2]2[CH:11]=[CH:10][C:5]([C:6]([O:8][CH3:9])=[O:7])=[CH:4][C:3]=2[C:12]([O:14][CH3:15])=[O:13])=[CH:32][CH:31]=1. (9) Given the reactants [Cl:1][C:2]1[N:7]=[N:6][C:5]([NH:8][C:9]2[CH:14]=[CH:13][C:12]([I:15])=[CH:11][C:10]=2[F:16])=[C:4]([C:17]([OH:19])=O)[CH:3]=1.[C:20](N1C=CN=C1)([N:22]1[CH:26]=[CH:25][N:24]=[CH:23]1)=O.N1C[CH2:36][O:35][CH2:34]C1.O, predict the reaction product. The product is: [N:22]1([CH2:26][CH2:25][NH:24][C:17]([C:4]2[CH:3]=[C:2]([Cl:1])[N:7]=[N:6][C:5]=2[NH:8][C:9]2[CH:14]=[CH:13][C:12]([I:15])=[CH:11][C:10]=2[F:16])=[O:19])[CH2:23][CH2:36][O:35][CH2:34][CH2:20]1.